From a dataset of KCNQ2 potassium channel screen with 302,405 compounds. Binary Classification. Given a drug SMILES string, predict its activity (active/inactive) in a high-throughput screening assay against a specified biological target. (1) The drug is Fc1cc(NC(=O)CCCCCN2C(=O)C3N(Cc4c(C3)cccc4)C2=O)ccc1. The result is 0 (inactive). (2) The result is 0 (inactive). The drug is S=C(Nc1cc(c2oc3c(n2)nccc3)ccc1)NC(=O)CC. (3) The molecule is Fc1cc(C(=O)Nc2ncc(NC(=O)CC)c(c2)C)ccc1. The result is 0 (inactive). (4) The molecule is S(=O)(=O)(c1n2C(=N)/C(=C\c3cc(OC)c(OC(=O)c4occc4)cc3)C(=O)N=c2sn1)CC. The result is 0 (inactive). (5) The molecule is Fc1c(NC(=O)CN(CCC)CC(=O)Nc2cc(OC)c(OC)cc2)ccc(F)c1F. The result is 0 (inactive). (6) The compound is OC(C(C)C)(C(C)C)C(=O)NN(c1ccccc1)C(OCC)=O. The result is 0 (inactive).